Dataset: Reaction yield outcomes from USPTO patents with 853,638 reactions. Task: Predict the reaction yield, written as a fraction of the theoretical maximum amount of product (1.0 means a 100% yield; for example, 0.34 means a 34% yield). (1) The reactants are [CH2:1]([OH:4])[CH2:2][OH:3].[C:5]([C:8]1[CH:9]=[C:10]([CH:13]=[CH:14][CH:15]=1)[C:11]#[N:12])(=O)[CH3:6].CC1C=CC(S(O)(=O)=O)=CC=1. The catalyst is C1C=CC=CC=1. The product is [CH3:6][C:5]1([C:8]2[CH:9]=[C:10]([CH:13]=[CH:14][CH:15]=2)[C:11]#[N:12])[O:4][CH2:1][CH2:2][O:3]1. The yield is 0.760. (2) The reactants are C(=[N:14][NH:15][C:16]1[C:21]([CH3:22])=[CH:20][C:19]([F:23])=[CH:18][N:17]=1)(C1C=CC=CC=1)C1C=CC=CC=1.Cl. The catalyst is C1(C)C=CC=CC=1.O. The product is [F:23][C:19]1[CH:20]=[C:21]([CH3:22])[C:16]([NH:15][NH2:14])=[N:17][CH:18]=1. The yield is 0.860.